Dataset: Full USPTO retrosynthesis dataset with 1.9M reactions from patents (1976-2016). Task: Predict the reactants needed to synthesize the given product. (1) Given the product [CH3:24][N:25]1[CH:30]=[CH:29][C:28]([C:31]2[N:2]([CH3:1])[C:3]([N:6]3[C@@H:11]([C:12]4[CH:16]=[C:15]([C:17]5[CH:22]=[CH:21][CH:20]=[C:19]([CH3:23])[CH:18]=5)[O:14][N:13]=4)[CH2:10][C@@H:9]4[C@H:7]3[CH2:8]4)=[N:34][N:33]=2)=[CH:27][C:26]1=[O:35], predict the reactants needed to synthesize it. The reactants are: [CH3:1][N:2]=[C:3]([N:6]1[C@@H:11]([C:12]2[CH:16]=[C:15]([C:17]3[CH:22]=[CH:21][CH:20]=[C:19]([CH3:23])[CH:18]=3)[O:14][N:13]=2)[CH2:10][C@@H:9]2[C@H:7]1[CH2:8]2)SC.[CH3:24][N:25]1[CH:30]=[CH:29][C:28]([C:31]([NH:33][NH2:34])=O)=[CH:27][C:26]1=[O:35]. (2) The reactants are: [N-:1]=[N+:2]=[N-:3].[Na+].[CH2:5](Br)[C:6]1[CH:11]=[CH:10][CH:9]=[CH:8][CH:7]=1. Given the product [CH2:5]([N:1]=[N+:2]=[N-:3])[C:6]1[CH:11]=[CH:10][CH:9]=[CH:8][CH:7]=1, predict the reactants needed to synthesize it.